The task is: Predict the product of the given reaction.. This data is from Forward reaction prediction with 1.9M reactions from USPTO patents (1976-2016). The product is: [CH:16]([NH:15][C:6]1[C:5]2[C:10](=[CH:11][C:2]([C:26]3[CH:27]=[CH:28][C:23]([S:20]([CH3:19])(=[O:22])=[O:21])=[CH:24][CH:25]=3)=[CH:3][CH:4]=2)[N:9]=[N:8][C:7]=1[C:12]([NH2:14])=[O:13])([CH3:18])[CH3:17]. Given the reactants I[C:2]1[CH:11]=[C:10]2[C:5]([C:6]([NH:15][CH:16]([CH3:18])[CH3:17])=[C:7]([C:12]([NH2:14])=[O:13])[N:8]=[N:9]2)=[CH:4][CH:3]=1.[CH3:19][S:20]([C:23]1[CH:28]=[CH:27][C:26](B(O)O)=[CH:25][CH:24]=1)(=[O:22])=[O:21].C([O-])([O-])=O.[K+].[K+], predict the reaction product.